This data is from Forward reaction prediction with 1.9M reactions from USPTO patents (1976-2016). The task is: Predict the product of the given reaction. (1) Given the reactants [N+:1]([C:4]1[CH:13]=[CH:12][CH:11]=[C:10]2[C:5]=1[CH:6]=[CH:7][C:8](Cl)=[N:9]2)([O-])=O.[F:15][C:16]1[CH:21]=[CH:20][C:19]([S:22](Cl)(=[O:24])=[O:23])=[CH:18][CH:17]=1.[NH2:26][CH:27]1[C:36]2[C:31](=[C:32]([O:39][CH3:40])[CH:33]=[CH:34][C:35]=2[O:37][CH3:38])[CH2:30][CH2:29][CH2:28]1, predict the reaction product. The product is: [CH3:40][O:39][C:32]1[CH:33]=[CH:34][C:35]([O:37][CH3:38])=[C:36]2[C:31]=1[CH2:30][CH2:29][CH2:28][CH:27]2[NH:26][C:8]1[CH:7]=[CH:6][C:5]2[C:10](=[CH:11][CH:12]=[CH:13][C:4]=2[NH:1][S:22]([C:19]2[CH:20]=[CH:21][C:16]([F:15])=[CH:17][CH:18]=2)(=[O:24])=[O:23])[N:9]=1. (2) Given the reactants [Br:1][C:2]1[CH:3]=[C:4]([S:8]([N:11]2[C:15]([C:16]3[CH:21]=[CH:20][CH:19]=[CH:18][CH:17]=3)=[CH:14][C:13]([CH2:22][N:23](C)[C:24](=O)OC(C)(C)C)=[CH:12]2)(=[O:10])=[O:9])[CH:5]=[N:6][CH:7]=1.C(OCC)(=O)C.[ClH:38], predict the reaction product. The product is: [ClH:38].[Br:1][C:2]1[CH:3]=[C:4]([S:8]([N:11]2[C:15]([C:16]3[CH:21]=[CH:20][CH:19]=[CH:18][CH:17]=3)=[CH:14][C:13]([CH2:22][NH:23][CH3:24])=[CH:12]2)(=[O:9])=[O:10])[CH:5]=[N:6][CH:7]=1. (3) The product is: [Si:1]([O:8][CH2:9][CH2:10][NH:16][CH2:15][CH:12]1[CH2:14][CH2:13]1)([C:4]([CH3:7])([CH3:6])[CH3:5])([CH3:3])[CH3:2]. Given the reactants [Si:1]([O:8][CH2:9][CH:10]=O)([C:4]([CH3:7])([CH3:6])[CH3:5])([CH3:3])[CH3:2].[CH:12]1([CH2:15][NH2:16])[CH2:14][CH2:13]1.[BH4-].[Na+].[OH-].[Na+], predict the reaction product.